From a dataset of Forward reaction prediction with 1.9M reactions from USPTO patents (1976-2016). Predict the product of the given reaction. (1) Given the reactants CC1(C)C(C)(C)OB([C:9]2[CH:26]=[CH:25][C:12]3[CH2:13][CH2:14][N:15]([C:18]([O:20][C:21]([CH3:24])([CH3:23])[CH3:22])=[O:19])[CH2:16][CH2:17][C:11]=3[CH:10]=2)O1.Br[C:29]1[S:33][C:32]([C:34]2[CH:39]=[CH:38][C:37]([O:40][CH:41]([CH3:43])[CH3:42])=[C:36]([Cl:44])[CH:35]=2)=[N:31][CH:30]=1, predict the reaction product. The product is: [Cl:44][C:36]1[CH:35]=[C:34]([C:32]2[S:33][C:29]([C:9]3[CH:26]=[CH:25][C:12]4[CH2:13][CH2:14][N:15]([C:18]([O:20][C:21]([CH3:23])([CH3:22])[CH3:24])=[O:19])[CH2:16][CH2:17][C:11]=4[CH:10]=3)=[CH:30][N:31]=2)[CH:39]=[CH:38][C:37]=1[O:40][CH:41]([CH3:43])[CH3:42]. (2) Given the reactants CCN=C=NCCCN(C)C.[I:12][C:13]1[CH:14]=[C:15]([NH:20][C:21](=[O:34])[C:22]2[CH:27]=[CH:26][C:25]([N:28]3[CH2:33][CH2:32][NH:31][CH2:30][CH2:29]3)=[N:24][CH:23]=2)[CH:16]=[CH:17][C:18]=1[CH3:19].[OH:35][C:36]1[CH:40]=[C:39]([CH2:41][CH2:42][C:43](O)=[O:44])[O:38][N:37]=1.COC(C1CCC(C(N2CCN(C3C=CC(C(=O)NC4C=CC=C(C(C)(C)C)C=4)=CN=3)CC2)=O)CC1)=O, predict the reaction product. The product is: [OH:35][C:36]1[CH:40]=[C:39]([CH2:41][CH2:42][C:43]([N:31]2[CH2:30][CH2:29][N:28]([C:25]3[CH:26]=[CH:27][C:22]([C:21]([NH:20][C:15]4[CH:16]=[CH:17][C:18]([CH3:19])=[C:13]([I:12])[CH:14]=4)=[O:34])=[CH:23][N:24]=3)[CH2:33][CH2:32]2)=[O:44])[O:38][N:37]=1. (3) Given the reactants [C:1]([C:4]1[CH:14]=[CH:13][C:7]2[O:8][CH2:9][C:10](=[O:12])[NH:11][C:6]=2[CH:5]=1)(=[O:3])[CH3:2].[F:15][C:16]([F:26])([C:22]([F:25])([F:24])[F:23])[C:17](OCC)=[O:18], predict the reaction product. The product is: [F:15][C:16]([F:26])([C:22]([F:25])([F:24])[F:23])[C:17]([OH:18])=[CH:2][C:1]([C:4]1[CH:14]=[CH:13][C:7]2[O:8][CH2:9][C:10](=[O:12])[NH:11][C:6]=2[CH:5]=1)=[O:3].